From a dataset of Forward reaction prediction with 1.9M reactions from USPTO patents (1976-2016). Predict the product of the given reaction. (1) Given the reactants I[C:2]1[CH:10]=[CH:9][CH:8]=[CH:7][C:3]=1[C:4]([OH:6])=[O:5].[Cl:11][C:12]1[CH:17]=[CH:16][C:15]([Cl:18])=[CH:14][C:13]=1[OH:19].C(=O)([O-])[O-].[Cs+].[Cs+].Cl, predict the reaction product. The product is: [Cl:11][C:12]1[CH:17]=[CH:16][C:15]([Cl:18])=[CH:14][C:13]=1[O:19][C:2]1[CH:10]=[CH:9][CH:8]=[CH:7][C:3]=1[C:4]([OH:6])=[O:5]. (2) Given the reactants [NH2:1][C:2]1[CH:7]=[C:6]([Br:8])[CH:5]=[CH:4][C:3]=1[OH:9].[Br:10][CH2:11][CH2:12]Br.C([O-])([O-])=O.[K+].[K+], predict the reaction product. The product is: [Br:8][C:6]1[CH:5]=[CH:4][C:3]([O:9][CH2:12][CH2:11][Br:10])=[C:2]([NH2:1])[CH:7]=1. (3) Given the reactants [CH3:1][O:2][C:3]1[CH:4]=[C:5]2[C:10](=[CH:11][C:12]=1[O:13][CH3:14])[N:9]=[CH:8][N:7]=[C:6]2[O:15][C:16]1[CH:22]=[CH:21][C:19]([NH2:20])=[CH:18][CH:17]=1.C1(C)C=CC=CC=1.C(N(CC)CC)C.ClC(Cl)(O[C:41](=[O:47])[O:42][C:43](Cl)(Cl)Cl)Cl.[CH3:49][O:50][C:51]1[CH:61]=[CH:60][C:54]([O:55][CH2:56][CH2:57]CO)=[CH:53][CH:52]=1, predict the reaction product. The product is: [CH3:1][O:2][C:3]1[CH:4]=[C:5]2[C:10](=[CH:11][C:12]=1[O:13][CH3:14])[N:9]=[CH:8][N:7]=[C:6]2[O:15][C:16]1[CH:22]=[CH:21][C:19]([NH:20][C:41](=[O:47])[O:42][CH2:43][CH2:57][CH2:56][O:55][C:54]2[CH:60]=[CH:61][C:51]([O:50][CH3:49])=[CH:52][CH:53]=2)=[CH:18][CH:17]=1. (4) Given the reactants [CH3:1][O:2][C:3]1[CH:4]=[C:5]([CH2:9][C:10]#[N:11])[CH:6]=[CH:7][CH:8]=1.Br[CH2:13][CH2:14]Br.[OH-].[Na+], predict the reaction product. The product is: [CH3:1][O:2][C:3]1[CH:4]=[C:5]([C:9]2([C:10]#[N:11])[CH2:14][CH2:13]2)[CH:6]=[CH:7][CH:8]=1. (5) Given the reactants C(NC(C)C)(C)C.[Li]CCCC.[F:13][C:14]1[CH:15]=[N:16][CH:17]=[CH:18][CH:19]=1.[CH2:20]([O:27][C:28]1[CH:29]=[CH:30][C:31]([C:34](N(OC)C)=[O:35])=[N:32][CH:33]=1)[C:21]1[CH:26]=[CH:25][CH:24]=[CH:23][CH:22]=1, predict the reaction product. The product is: [CH2:20]([O:27][C:28]1[CH:29]=[CH:30][C:31]([C:34]([C:15]2[C:14]([F:13])=[CH:19][CH:18]=[CH:17][N:16]=2)=[O:35])=[N:32][CH:33]=1)[C:21]1[CH:22]=[CH:23][CH:24]=[CH:25][CH:26]=1. (6) Given the reactants [C:1]1(=[O:11])[O:6][C:4](=O)[C:3]2=[CH:7][CH:8]=[CH:9][CH:10]=[C:2]12.[NH2:12][C:13]1[N:18]=[CH:17][C:16](/[CH:19]=[CH:20]/[C:21]([N:23]([CH3:35])[CH2:24][C:25]2[N:26]([CH3:34])[C:27]3[C:32]([CH:33]=2)=[CH:31][CH:30]=[CH:29][CH:28]=3)=[O:22])=[CH:15][CH:14]=1.C(=O)(O)[O-].[Na+], predict the reaction product. The product is: [O:11]=[C:1]1[C:2]2[C:3](=[CH:7][CH:8]=[CH:9][CH:10]=2)[C:4](=[O:6])[N:12]1[C:13]1[N:18]=[CH:17][C:16](/[CH:19]=[CH:20]/[C:21]([N:23]([CH3:35])[CH2:24][C:25]2[N:26]([CH3:34])[C:27]3[C:32]([CH:33]=2)=[CH:31][CH:30]=[CH:29][CH:28]=3)=[O:22])=[CH:15][CH:14]=1.